From a dataset of Forward reaction prediction with 1.9M reactions from USPTO patents (1976-2016). Predict the product of the given reaction. (1) Given the reactants [CH3:1][CH:2]([CH3:5])[CH:3]=O.[C:6]([CH2:8][C:9]([O:11]C)=O)#[N:7].[NH2:13][C:14]([NH2:16])=[S:15].N1CCCCC1, predict the reaction product. The product is: [CH:2]([C:3]1[N:13]=[C:14]([SH:15])[NH:16][C:9](=[O:11])[C:8]=1[C:6]#[N:7])([CH3:5])[CH3:1]. (2) Given the reactants NC1C([N+]([O-])=O)=CC(C(F)(F)F)=C(OC2C=CC(C=O)=CC=2)C=1.CC1(C)CCC(N)CC1.C([BH3-])#N.[Na+].[NH2:37][C:38]1[C:39]([N+:65]([O-:67])=[O:66])=[CH:40][C:41]([C:61]([F:64])([F:63])[F:62])=[C:42]([O:44][C:45]2[CH:50]=[CH:49][C:48]([CH2:51][NH:52][CH:53]3[CH2:58][CH2:57][C:56]([CH3:60])([CH3:59])[CH2:55][CH2:54]3)=[CH:47][CH:46]=2)[CH:43]=1.[C:68](O[C:68]([O:70][C:71]([CH3:74])([CH3:73])[CH3:72])=[O:69])([O:70][C:71]([CH3:74])([CH3:73])[CH3:72])=[O:69], predict the reaction product. The product is: [NH2:37][C:38]1[C:39]([N+:65]([O-:67])=[O:66])=[CH:40][C:41]([C:61]([F:64])([F:63])[F:62])=[C:42]([O:44][C:45]2[CH:46]=[CH:47][C:48]([CH2:51][N:52]([CH:53]3[CH2:58][CH2:57][C:56]([CH3:60])([CH3:59])[CH2:55][CH2:54]3)[C:68](=[O:69])[O:70][C:71]([CH3:74])([CH3:73])[CH3:72])=[CH:49][CH:50]=2)[CH:43]=1. (3) The product is: [S:33]1[C:37]2[CH:38]=[C:39]([S:42]([N:17]3[CH:15]4[CH2:14][CH2:13][CH2:12][CH:11]3[C:10](=[O:18])[N:9]([CH2:8][CH2:7][O:6][C:5]3[CH:19]=[CH:20][C:21]([O:22][CH3:23])=[C:3]([O:2][CH3:1])[CH:4]=3)[CH2:16]4)(=[O:43])=[O:44])[CH:40]=[CH:41][C:36]=2[N:35]=[CH:34]1. Given the reactants [CH3:1][O:2][C:3]1[CH:4]=[C:5]([CH:19]=[CH:20][C:21]=1[O:22][CH3:23])[O:6][CH2:7][CH2:8][N:9]1[CH2:16][CH:15]2[NH:17][CH:11]([CH2:12][CH2:13][CH2:14]2)[C:10]1=[O:18].CCN(C(C)C)C(C)C.[S:33]1[C:37]2[CH:38]=[C:39]([S:42](Cl)(=[O:44])=[O:43])[CH:40]=[CH:41][C:36]=2[N:35]=[CH:34]1, predict the reaction product. (4) The product is: [CH:18]1([C:24]([N:4]2[CH2:5][C:6]3[CH:11]=[CH:10][C:9]([C:12]([O:14][CH:15]([CH3:17])[CH3:16])=[O:13])=[N:8][C:7]=3[O:1][CH2:2][CH2:3]2)=[O:25])[CH2:23][CH2:22][CH2:21][CH2:20][CH2:19]1. Given the reactants [O:1]1[C:7]2[N:8]=[C:9]([C:12]([O:14][CH:15]([CH3:17])[CH3:16])=[O:13])[CH:10]=[CH:11][C:6]=2[CH2:5][NH:4][CH2:3][CH2:2]1.[CH:18]1([C:24](Cl)=[O:25])[CH2:23][CH2:22][CH2:21][CH2:20][CH2:19]1.CCN(CC)CC, predict the reaction product.